From a dataset of Forward reaction prediction with 1.9M reactions from USPTO patents (1976-2016). Predict the product of the given reaction. Given the reactants [C:1]1([CH2:7][CH:8]2[CH2:12][CH2:11][NH:10][C:9]2=[O:13])[CH:6]=[CH:5][CH:4]=[CH:3][CH:2]=1.[Br:14][CH2:15][CH2:16][CH2:17][CH2:18]Br.CC(C)([O-])C.[Na+], predict the reaction product. The product is: [Br:14][CH2:15][CH2:16][CH2:17][CH2:18][N:10]1[CH2:11][CH2:12][CH:8]([CH2:7][C:1]2[CH:2]=[CH:3][CH:4]=[CH:5][CH:6]=2)[C:9]1=[O:13].